Dataset: Forward reaction prediction with 1.9M reactions from USPTO patents (1976-2016). Task: Predict the product of the given reaction. (1) Given the reactants [CH2:1]=[CH:2][CH2:3][CH:4]([OH:6])C.[C:7](N1C=CN=C1)(N1C=CN=C1)=[O:8].Cl.[CH3:20][O:21][C:22](=[O:29])[C@H:23]([CH2:25][CH2:26][CH2:27][CH3:28])[NH2:24].[CH3:30]N(C=O)C, predict the reaction product. The product is: [CH3:20][O:21][C:22](=[O:29])[C@H:23]([CH2:25][CH2:26][CH2:27][CH3:28])[NH:24][C:7]([O:6][CH2:4][CH2:3][CH2:2][CH:1]=[CH2:30])=[O:8]. (2) Given the reactants [OH-].[K+].[N+:3]([C:6]1[C:15]([O:16][CH3:17])=[C:14]([CH3:18])[C:13]([O:19][CH3:20])=[CH:12][C:7]=1[C:8]([O:10]C)=[O:9])([O-:5])=[O:4].Cl, predict the reaction product. The product is: [N+:3]([C:6]1[C:15]([O:16][CH3:17])=[C:14]([CH3:18])[C:13]([O:19][CH3:20])=[CH:12][C:7]=1[C:8]([OH:10])=[O:9])([O-:5])=[O:4]. (3) Given the reactants Br[C:2]1[C:3]([O:23][CH3:24])=[C:4]([CH:10]([N:12]2[C:16]3=[N:17][CH:18]=[N:19][C:20]([NH2:21])=[C:15]3[C:14]([CH3:22])=[N:13]2)[CH3:11])[CH:5]=[C:6]([Cl:9])[C:7]=1[CH3:8].CC1(C)C(C)(C)OB([C:33]2[CH:34]=[N:35][N:36]([CH:38]3[CH2:43][CH2:42][N:41]([C:44]([O:46][C:47]([CH3:50])([CH3:49])[CH3:48])=[O:45])[CH2:40][CH2:39]3)[CH:37]=2)O1.C(=O)([O-])[O-].[Na+].[Na+].ClCCl, predict the reaction product. The product is: [NH2:21][C:20]1[N:19]=[CH:18][N:17]=[C:16]2[N:12]([CH:10]([C:4]3[C:3]([O:23][CH3:24])=[C:2]([C:33]4[CH:34]=[N:35][N:36]([CH:38]5[CH2:39][CH2:40][N:41]([C:44]([O:46][C:47]([CH3:50])([CH3:49])[CH3:48])=[O:45])[CH2:42][CH2:43]5)[CH:37]=4)[C:7]([CH3:8])=[C:6]([Cl:9])[CH:5]=3)[CH3:11])[N:13]=[C:14]([CH3:22])[C:15]=12.